Dataset: Full USPTO retrosynthesis dataset with 1.9M reactions from patents (1976-2016). Task: Predict the reactants needed to synthesize the given product. (1) The reactants are: S(OC1C=CC(C[C@@H](C(O)=O)[NH2:15])=CC=1)(C(F)(F)F)(=O)=O.[C:21]1([S:36](Cl)(=[O:38])=[O:37])[C:34]2[C:33]3[C:28](=[CH:29][CH:30]=[CH:31][CH:32]=3)[C:27](=[O:35])[NH:26][C:25]=2[CH:24]=[CH:23][CH:22]=1.C1(C2C=CC=CC=2)C=CC=CC=1. Given the product [C:21]1([S:36]([NH2:15])(=[O:38])=[O:37])[C:34]2[C:33]3[C:28](=[CH:29][CH:30]=[CH:31][CH:32]=3)[C:27](=[O:35])[NH:26][C:25]=2[CH:24]=[CH:23][CH:22]=1.[C:27]([NH2:15])([NH2:26])=[O:35], predict the reactants needed to synthesize it. (2) The reactants are: [CH3:1][O:2][C:3]1[C:8]2[O:9][CH2:10][CH2:11][O:12][C:7]=2[C:6]([C:13]2[CH:14]=[C:15]([C:24]([O:26]CC)=[O:25])[C:16](=[CH:22][CH:23]=2)[C:17]([O:19]CC)=[O:18])=[CH:5][CH:4]=1.BrC1C=C(C(OCC)=O)C(=CC=1)C(OCC)=O.[OH-].[K+]. Given the product [CH3:1][O:2][C:3]1[C:8]2[O:9][CH2:10][CH2:11][O:12][C:7]=2[C:6]([C:13]2[CH:14]=[C:15]([C:24]([OH:26])=[O:25])[C:16](=[CH:22][CH:23]=2)[C:17]([OH:19])=[O:18])=[CH:5][CH:4]=1, predict the reactants needed to synthesize it. (3) Given the product [CH3:19][O:18][C:15]1[CH:16]=[CH:17][C:12]([S:4][C:3]2[CH:5]=[CH:6][CH:7]=[CH:8][C:2]=2[C:1]([OH:10])=[O:9])=[CH:13][CH:14]=1, predict the reactants needed to synthesize it. The reactants are: [C:1]([OH:10])(=[O:9])[C:2]1[C:3](=[CH:5][CH:6]=[CH:7][CH:8]=1)[SH:4].I[C:12]1[CH:17]=[CH:16][C:15]([O:18][CH3:19])=[CH:14][CH:13]=1.C(=O)([O-])[O-].[K+].[K+]. (4) Given the product [OH:2][C:3]1[CH:8]=[CH:7][CH:6]=[CH:5][C:4]=1[P:9](=[O:22])([C:10]1[CH:11]=[CH:12][CH:13]=[CH:14][CH:15]=1)[C:16]1[CH:21]=[CH:20][CH:19]=[CH:18][CH:17]=1, predict the reactants needed to synthesize it. The reactants are: C[O:2][C:3]1[CH:8]=[CH:7][CH:6]=[CH:5][C:4]=1[P:9](=[O:22])([C:16]1[CH:21]=[CH:20][CH:19]=[CH:18][CH:17]=1)[C:10]1[CH:15]=[CH:14][CH:13]=[CH:12][CH:11]=1.B(Br)(Br)Br. (5) Given the product [CH2:2]([O:9][C:10]1[CH:19]=[CH:18][CH:17]=[C:16]2[C:11]=1[CH2:12][CH2:13][CH2:14][CH:15]2[C:20]([N:22]([C:29]1[CH:30]=[N:31][C:32]([CH:35]([CH3:37])[CH3:36])=[CH:33][CH:34]=1)[CH2:23][C:24]1[CH:25]=[N:26][N:27]([CH2:39][C:40]2[CH:45]=[CH:44][N:43]=[CH:42][CH:41]=2)[CH:28]=1)=[O:21])[C:3]1[CH:8]=[CH:7][CH:6]=[CH:5][CH:4]=1, predict the reactants needed to synthesize it. The reactants are: Cl.[CH2:2]([O:9][C:10]1[CH:19]=[CH:18][CH:17]=[C:16]2[C:11]=1[CH2:12][CH2:13][CH2:14][CH:15]2[C:20]([N:22]([C:29]1[CH:30]=[N:31][C:32]([CH:35]([CH3:37])[CH3:36])=[CH:33][CH:34]=1)[CH2:23][C:24]1[CH:25]=[N:26][NH:27][CH:28]=1)=[O:21])[C:3]1[CH:8]=[CH:7][CH:6]=[CH:5][CH:4]=1.Cl[CH2:39][C:40]1[CH:45]=[CH:44][N:43]=[CH:42][CH:41]=1. (6) Given the product [Br:7][CH2:8][CH2:9][O:11][C:12]1[CH:19]=[CH:18][C:15]([CH:16]=[O:17])=[CH:14][CH:13]=1, predict the reactants needed to synthesize it. The reactants are: C([O-])([O-])=O.[K+].[K+].[Br:7][CH2:8][CH2:9]Br.[OH:11][C:12]1[CH:19]=[CH:18][C:15]([CH:16]=[O:17])=[CH:14][CH:13]=1. (7) Given the product [Cl:28][C:10]1[N:11]=[N:12][C:13]([CH3:14])=[C:8]([C:5]2[CH:6]=[CH:7][C:2]([Cl:1])=[CH:3][CH:4]=2)[C:9]=1[C:16]1[C:21]([C:22]([F:25])([F:24])[F:23])=[CH:20][CH:19]=[CH:18][N:17]=1, predict the reactants needed to synthesize it. The reactants are: [Cl:1][C:2]1[CH:7]=[CH:6][C:5]([C:8]2[C:13]([CH3:14])=[N:12][NH:11][C:10](=O)[C:9]=2[C:16]2[C:21]([C:22]([F:25])([F:24])[F:23])=[CH:20][CH:19]=[CH:18][N:17]=2)=[CH:4][CH:3]=1.P(Cl)(Cl)([Cl:28])=O.